Dataset: Human liver microsome stability data. Task: Regression/Classification. Given a drug SMILES string, predict its absorption, distribution, metabolism, or excretion properties. Task type varies by dataset: regression for continuous measurements (e.g., permeability, clearance, half-life) or binary classification for categorical outcomes (e.g., BBB penetration, CYP inhibition). Dataset: hlm. The molecule is COc1ccccc1S(=O)(=O)Nc1ccc2c3c(cc(-n4cnc(C)c4)nc13)C(=O)N2C. The result is 1 (stable in human liver microsomes).